This data is from Catalyst prediction with 721,799 reactions and 888 catalyst types from USPTO. The task is: Predict which catalyst facilitates the given reaction. (1) Reactant: [Br:1][C:2]1N=[C:4]([N:9]2[CH2:14][CH2:13][O:12][CH2:11][CH2:10]2)[C:5](=[O:8])[NH:6][CH:7]=1.[C:15](=O)([O-])[O-].[K+].[K+].IC. Product: [Br:1][C:2]1[CH:15]=[C:4]([N:9]2[CH2:14][CH2:13][O:12][CH2:11][CH2:10]2)[C:5](=[O:8])[NH:6][CH:7]=1. The catalyst class is: 3. (2) Reactant: N1C=CC=CC=1.Cl.[NH2:8][OH:9].[F:10][C:11]1[CH:16]=[CH:15][C:14]([CH2:17][O:18][C:19]2[CH:33]=[CH:32][C:31]([CH:34]=O)=[CH:30][C:20]=2[C:21]([NH:23][C:24]2[CH:25]=[N:26][CH:27]=[CH:28][CH:29]=2)=[O:22])=[CH:13][CH:12]=1. Product: [F:10][C:11]1[CH:16]=[CH:15][C:14]([CH2:17][O:18][C:19]2[CH:33]=[CH:32][C:31](/[CH:34]=[N:8]\[OH:9])=[CH:30][C:20]=2[C:21]([NH:23][C:24]2[CH:25]=[N:26][CH:27]=[CH:28][CH:29]=2)=[O:22])=[CH:13][CH:12]=1. The catalyst class is: 5. (3) Reactant: [OH:1][C:2]1[CH:7]=[CH:6][C:5]([C@H:8]2[CH2:13][CH2:12][C@H:11]([CH2:14][C:15]([O:17][CH3:18])=[O:16])[CH2:10][CH2:9]2)=[CH:4][CH:3]=1.C(N(C(C)C)C(C)C)C.[F:28][C:29]([F:35])([F:34])[S:30](Cl)(=[O:32])=[O:31].C(=O)([O-])O.[Na+]. Product: [F:28][C:29]([F:35])([F:34])[S:30]([O:1][C:2]1[CH:3]=[CH:4][C:5]([C@H:8]2[CH2:9][CH2:10][C@H:11]([CH2:14][C:15]([O:17][CH3:18])=[O:16])[CH2:12][CH2:13]2)=[CH:6][CH:7]=1)(=[O:32])=[O:31]. The catalyst class is: 2.